Predict the reactants needed to synthesize the given product. From a dataset of Full USPTO retrosynthesis dataset with 1.9M reactions from patents (1976-2016). (1) Given the product [Si:1]([O:8][CH2:9][CH:10]([O:13][C:18]1[CH:19]=[CH:20][CH:21]=[C:22]([OH:23])[C:17]=1[C:16]([O:15][CH3:14])=[O:25])[CH:11]=[CH2:12])([C:4]([CH3:7])([CH3:6])[CH3:5])([CH3:3])[CH3:2], predict the reactants needed to synthesize it. The reactants are: [Si:1]([O:8][CH2:9][CH:10]([OH:13])[CH:11]=[CH2:12])([C:4]([CH3:7])([CH3:6])[CH3:5])([CH3:3])[CH3:2].[CH3:14][O:15][C:16](=[O:25])[C:17]1[C:22]([OH:23])=[CH:21][CH:20]=[CH:19][C:18]=1O.C1C=CC(P(C2C=CC=CC=2)C2C=CC=CC=2)=CC=1.CCOC(/N=N/C(OCC)=O)=O. (2) Given the product [C:62]([N:56]1[CH2:61][CH2:60][N:59]([C:2]2[N:3]=[C:4]([N:16]3[CH2:20][CH2:19][CH2:18][C@@H:17]3[C:21]([OH:23])=[O:22])[C:5]3[CH2:10][N:9]([CH:11]([CH3:13])[CH3:12])[C:8](=[O:14])[C:6]=3[N:7]=2)[CH2:58][CH2:57]1)(=[O:64])[CH3:63], predict the reactants needed to synthesize it. The reactants are: Cl[C:2]1[N:3]=[C:4](Cl)[C:5]2[CH2:10][N:9]([CH:11]([CH3:13])[CH3:12])[C:8](=[O:14])[C:6]=2[N:7]=1.[NH:16]1[CH2:20][CH2:19][CH2:18][C@@H:17]1[C:21]([OH:23])=[O:22].CCN(C(C)C)C(C)C.ClC1N=C(N2CCC[C@@H]2COCC)C2CN(C(C)C)C(=O)C=2N=1.[N:56]1([C:62](=[O:64])[CH3:63])[CH2:61][CH2:60][NH:59][CH2:58][CH2:57]1. (3) Given the product [CH2:23]([N:25]1[C:29]([O:12][CH2:11][CH2:10][CH2:9][C:8]2[C:4]([CH:1]([CH3:3])[CH3:2])=[N:5][N:6]([C:13]3[CH:18]=[CH:17][C:16]([C:19]([F:21])([F:20])[F:22])=[CH:15][N:14]=3)[CH:7]=2)=[C:28]([CH2:31][C:32]([OH:34])=[O:33])[CH:27]=[N:26]1)[CH3:24], predict the reactants needed to synthesize it. The reactants are: [CH:1]([C:4]1[C:8]([CH2:9][CH2:10][CH2:11][OH:12])=[CH:7][N:6]([C:13]2[CH:18]=[CH:17][C:16]([C:19]([F:22])([F:21])[F:20])=[CH:15][N:14]=2)[N:5]=1)([CH3:3])[CH3:2].[CH2:23]([N:25]1[C:29](O)=[C:28]([CH2:31][C:32]([O:34]CC)=[O:33])[CH:27]=[N:26]1)[CH3:24].C(P(CCCC)CCCC)CCC.N(C(N1CCCCC1)=O)=NC(N1CCCCC1)=O. (4) Given the product [Br:10][C:3]1[C:4]2[C:9](=[CH:8][CH:7]=[CH:6][CH:5]=2)[NH:1][N:2]=1, predict the reactants needed to synthesize it. The reactants are: [NH:1]1[C:9]2[C:4](=[CH:5][CH:6]=[CH:7][CH:8]=2)[CH:3]=[N:2]1.[Br:10]Br.Cl. (5) Given the product [F:1][C:2]1[CH:7]=[C:6]([F:8])[CH:5]=[CH:4][C:3]=1[N:9]1[C:13]([O:14][S:34]([C:37]([F:40])([F:39])[F:38])(=[O:36])=[O:35])=[CH:12][C:11]([C:15]([O:17][CH2:18][CH3:19])=[O:16])=[N:10]1, predict the reactants needed to synthesize it. The reactants are: [F:1][C:2]1[CH:7]=[C:6]([F:8])[CH:5]=[CH:4][C:3]=1[N:9]1[C:13]([OH:14])=[CH:12][C:11]([C:15]([O:17][CH2:18][CH3:19])=[O:16])=[N:10]1.C(N(CC)CC)C.C1C=CC(N([S:34]([C:37]([F:40])([F:39])[F:38])(=[O:36])=[O:35])[S:34]([C:37]([F:40])([F:39])[F:38])(=[O:36])=[O:35])=CC=1.O.